Dataset: HIV replication inhibition screening data with 41,000+ compounds from the AIDS Antiviral Screen. Task: Binary Classification. Given a drug SMILES string, predict its activity (active/inactive) in a high-throughput screening assay against a specified biological target. (1) The molecule is CC(=O)NC(CCCOC(C)=O)C(=O)NC(CCCOC(C)=O)C(=O)NC(CCCOC(C)=O)C(=O)NC(Cc1ccc([N+](=O)[O-])cc1)C(=O)NCC(=O)OCc1ccccc1. The result is 0 (inactive). (2) The drug is Cc1ccc(S(=O)(=O)[N-]C2C(=O)c3ccccc3C(=O)C2[n+]2cccc(C(N)=O)c2)cc1. The result is 0 (inactive).